This data is from Forward reaction prediction with 1.9M reactions from USPTO patents (1976-2016). The task is: Predict the product of the given reaction. Given the reactants [NH2:1][C:2]1[C:3]([C:24]#[N:25])=[N:4][C:5]([C:14]2[CH:19]=[CH:18][C:17](=[O:20])[N:16]([CH:21]([CH3:23])[CH3:22])[N:15]=2)=[C:6]([C:8]2[CH:13]=[CH:12][CH:11]=[CH:10][CH:9]=2)[N:7]=1.C(N)(=[S:28])C.Cl.O1CCOCC1, predict the reaction product. The product is: [NH2:1][C:2]1[C:3]([C:24](=[S:28])[NH2:25])=[N:4][C:5]([C:14]2[CH:19]=[CH:18][C:17](=[O:20])[N:16]([CH:21]([CH3:23])[CH3:22])[N:15]=2)=[C:6]([C:8]2[CH:9]=[CH:10][CH:11]=[CH:12][CH:13]=2)[N:7]=1.